From a dataset of Full USPTO retrosynthesis dataset with 1.9M reactions from patents (1976-2016). Predict the reactants needed to synthesize the given product. Given the product [CH3:22][O:23][C:10](=[O:11])[C:9]1[CH:13]=[CH:14][C:6]([C:5]2[N:4]=[N:3][N:2]([CH3:15])[N:1]=2)=[CH:7][CH:8]=1, predict the reactants needed to synthesize it. The reactants are: [N:1]1[NH:2][N:3]=[N:4][C:5]=1[C:6]1[CH:14]=[CH:13][C:9]([C:10](O)=[O:11])=[CH:8][CH:7]=1.[C:15]1(C)C=CC=CC=1.[CH3:22][OH:23].[Si](C=[N+]=[N-])(C)(C)C.